From a dataset of Reaction yield outcomes from USPTO patents with 853,638 reactions. Predict the reaction yield, written as a fraction of the theoretical maximum amount of product (1.0 means a 100% yield; for example, 0.34 means a 34% yield). (1) The reactants are [CH2:1]([CH:3]([C:6]1[C:7]2[N:8]([C:13]([C:17]3[N:21]4[CH:22]=[CH:23][CH:24]=[C:25]([CH:26]=[O:27])[C:20]4=[N:19][C:18]=3[CH3:28])=[C:14]([CH3:16])[N:15]=2)[N:9]=[C:10]([CH3:12])[CH:11]=1)[CH2:4][CH3:5])[CH3:2].[BH4-].[Na+]. The catalyst is CO. The product is [CH2:1]([CH:3]([C:6]1[C:7]2[N:8]([C:13]([C:17]3[N:21]4[CH:22]=[CH:23][CH:24]=[C:25]([CH2:26][OH:27])[C:20]4=[N:19][C:18]=3[CH3:28])=[C:14]([CH3:16])[N:15]=2)[N:9]=[C:10]([CH3:12])[CH:11]=1)[CH2:4][CH3:5])[CH3:2]. The yield is 0.870. (2) The reactants are C(N(CC)CC)C.[CH3:8][C:9]1[CH:17]=[CH:16][CH:15]=[C:14]([CH3:18])[C:10]=1[C:11](Cl)=[O:12].CC1C=C(C)C=C(C)C=1C(Cl)=O.[F:31][C:32]1[CH:49]=[CH:48][C:35]([CH2:36][O:37][C:38]2[CH:47]=[CH:46][CH:45]=[CH:44][C:39]=2/[C:40](=[N:42]/[OH:43])/[NH2:41])=[CH:34][CH:33]=1. The catalyst is C(Cl)Cl. The product is [CH3:8][C:9]1[CH:17]=[CH:16][CH:15]=[C:14]([CH3:18])[C:10]=1[C:11]([O:43]/[N:42]=[C:40](\[NH2:41])/[C:39]1[CH:44]=[CH:45][CH:46]=[CH:47][C:38]=1[O:37][CH2:36][C:35]1[CH:34]=[CH:33][C:32]([F:31])=[CH:49][CH:48]=1)=[O:12]. The yield is 0.540. (3) The product is [CH3:35][S:36]([OH:39])(=[O:38])=[O:37].[N:21]1([C:7]2[CH:8]=[CH:9][C:10]([S:11]([C:14]3[CH:19]=[CH:18][CH:17]=[C:16]([F:20])[CH:15]=3)(=[O:13])=[O:12])=[C:5]([NH:4][C:1](=[O:3])[CH3:2])[CH:6]=2)[CH2:27][CH2:26][CH2:25][NH:24][CH2:23][CH2:22]1. The yield is 0.990. The catalyst is CCOCC.C(Cl)Cl. The reactants are [C:1]([NH:4][C:5]1[CH:6]=[C:7]([N:21]2[CH2:27][CH2:26][CH2:25][N:24](C(OC(C)(C)C)=O)[CH2:23][CH2:22]2)[CH:8]=[CH:9][C:10]=1[S:11]([C:14]1[CH:19]=[CH:18][CH:17]=[C:16]([F:20])[CH:15]=1)(=[O:13])=[O:12])(=[O:3])[CH3:2].[CH3:35][S:36]([OH:39])(=[O:38])=[O:37]. (4) The reactants are [F:1][C:2]1[CH:3]=[C:4](OS(C(F)(F)F)(=O)=O)[CH:5]=[CH:6][C:7]=1[N+:8]([O-:10])=[O:9].[CH:19]1(B(O)O)[CH2:21][CH2:20]1.C(=O)([O-])[O-].[Cs+].[Cs+]. The catalyst is C1(C)C=CC=CC=1. The product is [CH:19]1([C:4]2[CH:5]=[CH:6][C:7]([N+:8]([O-:10])=[O:9])=[C:2]([F:1])[CH:3]=2)[CH2:21][CH2:20]1. The yield is 0.810. (5) The reactants are [NH2:1][C:2]1[C:11](I)=[CH:10][C:5]([C:6]([O:8][CH3:9])=[O:7])=[CH:4][N:3]=1.[CH:13]1([C:19]#[C:20][Si:21]([CH3:24])([CH3:23])[CH3:22])[CH2:18][CH2:17][CH2:16][CH2:15][CH2:14]1.[Li+].[Cl-].C([O-])([O-])=O.[Na+].[Na+]. The catalyst is CN(C=O)C.CCOC(C)=O.O.C1C=CC(P(C2C=CC=CC=2)[C-]2C=CC=C2)=CC=1.C1C=CC(P(C2C=CC=CC=2)[C-]2C=CC=C2)=CC=1.Cl[Pd]Cl.[Fe+2]. The product is [CH:13]1([C:19]2[C:11]3[C:2](=[N:3][CH:4]=[C:5]([C:6]([O:8][CH3:9])=[O:7])[CH:10]=3)[NH:1][C:20]=2[Si:21]([CH3:22])([CH3:24])[CH3:23])[CH2:18][CH2:17][CH2:16][CH2:15][CH2:14]1. The yield is 0.200. (6) The reactants are [OH:1][C:2]1[CH:20]=[CH:19][CH:18]=[C:17]([CH3:21])[C:3]=1[CH2:4][NH:5][C:6]1[C:7]2[N:8]([C:12]([CH3:16])=[C:13]([CH3:15])[N:14]=2)[CH:9]=[CH:10][CH:11]=1.[OH-].[K+].[Cl:24][C:25]([O:27][CH3:28])=[O:26].C(Cl)Cl. The catalyst is CC(C)=O. The product is [ClH:24].[C:25](=[O:26])([O:27][CH3:28])[O:1][C:2]1[CH:20]=[CH:19][CH:18]=[C:17]([CH3:21])[C:3]=1[CH2:4][NH:5][C:6]1[C:7]2[N:8]([C:12]([CH3:16])=[C:13]([CH3:15])[N:14]=2)[CH:9]=[CH:10][CH:11]=1. The yield is 0.280.